This data is from Full USPTO retrosynthesis dataset with 1.9M reactions from patents (1976-2016). The task is: Predict the reactants needed to synthesize the given product. (1) Given the product [F:2][CH:3]1[CH:8]([O:9][C:10]2[CH:11]=[CH:12][C:13]([N+:16]([O-:18])=[O:17])=[CH:14][CH:15]=2)[CH2:7][CH2:6][N:5]([CH3:22])[CH2:4]1, predict the reactants needed to synthesize it. The reactants are: Cl.[F:2][CH:3]1[CH:8]([O:9][C:10]2[CH:15]=[CH:14][C:13]([N+:16]([O-:18])=[O:17])=[CH:12][CH:11]=2)[CH2:7][CH2:6][NH:5][CH2:4]1.C=O.[BH3-][C:22]#N.[Na+].C([O-])([O-])=O.[Na+].[Na+]. (2) Given the product [CH3:18][C:15]1([CH3:19])[N:14]([C:20]([O:22][C:23]([CH3:24])([CH3:25])[CH3:26])=[O:21])[C@@:13]([CH3:27])([C:11](=[O:12])[NH:10][CH2:9][C:8](=[O:28])[C:5]2[CH:6]=[CH:7][C:2]([O:1][CH2:43][CH2:42][CH2:41][CH2:40][O:33][C:34]3[CH:39]=[CH:38][CH:37]=[CH:36][CH:35]=3)=[C:3]([C:29]([F:31])([F:32])[F:30])[CH:4]=2)[CH2:17][O:16]1, predict the reactants needed to synthesize it. The reactants are: [OH:1][C:2]1[CH:7]=[CH:6][C:5]([C:8](=[O:28])[CH2:9][NH:10][C:11]([C@@:13]2([CH3:27])[CH2:17][O:16][C:15]([CH3:19])([CH3:18])[N:14]2[C:20]([O:22][C:23]([CH3:26])([CH3:25])[CH3:24])=[O:21])=[O:12])=[CH:4][C:3]=1[C:29]([F:32])([F:31])[F:30].[O:33]([CH2:40][CH2:41][CH2:42][CH2:43]O)[C:34]1[CH:39]=[CH:38][CH:37]=[CH:36][CH:35]=1. (3) Given the product [CH3:1][C:2]1[CH:3]=[C:4]([NH:9][C:10]([NH:13][CH2:14][C:15]2[CH:23]=[CH:22][CH:21]=[C:20]3[C:16]=2[C:17](=[O:33])[N:18]([CH:25]2[CH2:30][CH2:29][C:28](=[O:31])[NH:27][C:26]2=[O:32])[C:19]3=[O:24])=[O:11])[CH:5]=[CH:6][C:7]=1[CH3:8], predict the reactants needed to synthesize it. The reactants are: [CH3:1][C:2]1[CH:3]=[C:4]([N:9]=[C:10]=[O:11])[CH:5]=[CH:6][C:7]=1[CH3:8].Cl.[NH2:13][CH2:14][C:15]1[CH:23]=[CH:22][CH:21]=[C:20]2[C:16]=1[C:17](=[O:33])[N:18]([CH:25]1[CH2:30][CH2:29][C:28](=[O:31])[NH:27][C:26]1=[O:32])[C:19]2=[O:24].C(N(CC)CC)C. (4) Given the product [NH2:11][C@@H:12]([CH:22]([CH3:24])[CH3:23])[CH2:13][NH:14][C:15](=[O:21])[O:16][C:17]([CH3:18])([CH3:19])[CH3:20], predict the reactants needed to synthesize it. The reactants are: C(OC([NH:11][C@@H:12]([CH:22]([CH3:24])[CH3:23])[CH2:13][NH:14][C:15](=[O:21])[O:16][C:17]([CH3:20])([CH3:19])[CH3:18])=O)C1C=CC=CC=1. (5) The reactants are: [CH2:1]([O:5][CH2:6][CH2:7][O:8][C:9]1[CH:14]=[CH:13][C:12]([C:15]2[CH:16]=[CH:17][C:18]3[N:24]([C:25](=[O:30])[C:26]([F:29])([F:28])[F:27])[CH2:23][CH2:22][C:21]([C:31]([OH:33])=O)=[CH:20][C:19]=3[CH:34]=2)=[CH:11][CH:10]=1)[CH2:2][CH2:3][CH3:4].[NH2:35][C:36]1[CH:41]=[CH:40][C:39]([CH:42]([C:44]2[CH:49]=[C:48]([CH3:50])[CH:47]=[CH:46][N:45]=2)[OH:43])=[C:38]([C:51]([F:54])([F:53])[F:52])[CH:37]=1.ON1C2C=CC=CC=2N=N1.Cl.C(N=C=NCCCN(C)C)C. Given the product [CH2:1]([O:5][CH2:6][CH2:7][O:8][C:9]1[CH:10]=[CH:11][C:12]([C:15]2[CH:16]=[CH:17][C:18]3[N:24]([C:25](=[O:30])[C:26]([F:29])([F:28])[F:27])[CH2:23][CH2:22][C:21]([C:31]([NH:35][C:36]4[CH:41]=[CH:40][C:39]([CH:42]([OH:43])[C:44]5[CH:49]=[C:48]([CH3:50])[CH:47]=[CH:46][N:45]=5)=[C:38]([C:51]([F:54])([F:52])[F:53])[CH:37]=4)=[O:33])=[CH:20][C:19]=3[CH:34]=2)=[CH:13][CH:14]=1)[CH2:2][CH2:3][CH3:4], predict the reactants needed to synthesize it. (6) Given the product [Cl:13][C:9]1[C:10]([O:11][CH3:12])=[C:5]([NH:4][C:1](=[O:3])[CH3:2])[C:6](/[CH:14]=[CH:15]/[C:16]([N:32]2[CH2:31][CH:30]3[N:25]([CH2:24][C:23]4[CH:34]=[CH:35][C:20]([F:19])=[CH:21][CH:22]=4)[CH:26]([CH2:27][O:28][CH2:29]3)[CH2:33]2)=[O:18])=[CH:7][CH:8]=1, predict the reactants needed to synthesize it. The reactants are: [C:1]([NH:4][C:5]1[C:10]([O:11][CH3:12])=[C:9]([Cl:13])[CH:8]=[CH:7][C:6]=1/[CH:14]=[CH:15]/[C:16]([OH:18])=O)(=[O:3])[CH3:2].[F:19][C:20]1[CH:35]=[CH:34][C:23]([CH2:24][N:25]2[CH:30]3[CH2:31][NH:32][CH2:33][CH:26]2[CH2:27][O:28][CH2:29]3)=[CH:22][CH:21]=1. (7) Given the product [Si:1]([O:8][C:9]1[CH:10]=[CH:11][C:12]([CH2:19][CH2:20][C:21]([O:23][C:24]([CH3:27])([CH3:26])[CH3:25])=[O:22])=[C:13]2[C:18]=1[N:17]=[CH:16][CH:15]=[CH:14]2)([C:4]([CH3:7])([CH3:6])[CH3:5])([CH3:3])[CH3:2], predict the reactants needed to synthesize it. The reactants are: [Si:1]([O:8][C:9]1[CH:10]=[CH:11][C:12](/[CH:19]=[CH:20]/[C:21]([O:23][C:24]([CH3:27])([CH3:26])[CH3:25])=[O:22])=[C:13]2[C:18]=1[N:17]=[CH:16][CH:15]=[CH:14]2)([C:4]([CH3:7])([CH3:6])[CH3:5])([CH3:3])[CH3:2]. (8) Given the product [CH2:1]([O:3][C:4]([C:6]1([C:9]2[CH:10]=[CH:11][C:12]([C:15]3[CH:20]=[CH:19][C:18]([C:21]4[O:25][N:24]=[C:23]([CH3:26])[C:22]=4[NH:27][C:29]4[CH:34]=[CH:33][CH:32]=[C:31]([O:35][CH2:36][CH:37]5[CH2:38][CH2:39]5)[N:30]=4)=[CH:17][CH:16]=3)=[CH:13][CH:14]=2)[CH2:8][CH2:7]1)=[O:5])[CH3:2], predict the reactants needed to synthesize it. The reactants are: [CH2:1]([O:3][C:4]([C:6]1([C:9]2[CH:14]=[CH:13][C:12]([C:15]3[CH:20]=[CH:19][C:18]([C:21]4[O:25][N:24]=[C:23]([CH3:26])[C:22]=4[NH2:27])=[CH:17][CH:16]=3)=[CH:11][CH:10]=2)[CH2:8][CH2:7]1)=[O:5])[CH3:2].Br[C:29]1[CH:34]=[CH:33][CH:32]=[C:31]([O:35][CH2:36][CH:37]2[CH2:39][CH2:38]2)[N:30]=1. (9) The reactants are: P(Cl)(Cl)([Cl:3])=O.[Cl:6][C:7]1[CH:8]=[C:9]2[C:14](=[CH:15][CH:16]=1)[NH:13][C:12](=O)[CH:11]=[CH:10]2. Given the product [Cl:3][C:12]1[CH:11]=[CH:10][C:9]2[C:14](=[CH:15][CH:16]=[C:7]([Cl:6])[CH:8]=2)[N:13]=1, predict the reactants needed to synthesize it. (10) Given the product [C:1]([Si:13]([CH3:17])([CH3:12])[O:15][CH3:16])([CH3:4])([CH3:3])[CH3:2], predict the reactants needed to synthesize it. The reactants are: [C:1]([Mg]Cl)([CH3:4])([CH3:3])[CH3:2].C([Mg]Cl)(C)C.[CH3:12][Si:13]([CH3:17])([O:15][CH3:16])Cl.